Regression. Given a peptide amino acid sequence and an MHC pseudo amino acid sequence, predict their binding affinity value. This is MHC class I binding data. From a dataset of Peptide-MHC class I binding affinity with 185,985 pairs from IEDB/IMGT. The peptide sequence is LQKIPLQWF. The MHC is HLA-A02:11 with pseudo-sequence HLA-A02:11. The binding affinity (normalized) is 0.0847.